This data is from Forward reaction prediction with 1.9M reactions from USPTO patents (1976-2016). The task is: Predict the product of the given reaction. (1) Given the reactants [CH2:1]([O:3][C:4]([C:6]1[C:7]([OH:29])=[C:8]2[C:14]([C:15]3[CH:20]=[CH:19][CH:18]=[CH:17][CH:16]=3)=[C:13](Br)[N:12]([C:22]3[CH:27]=[CH:26][C:25]([F:28])=[CH:24][CH:23]=3)[C:9]2=[CH:10][N:11]=1)=[O:5])[CH3:2].C([O-])=O.[NH4+], predict the reaction product. The product is: [CH2:1]([O:3][C:4]([C:6]1[C:7]([OH:29])=[C:8]2[C:14]([C:15]3[CH:16]=[CH:17][CH:18]=[CH:19][CH:20]=3)=[CH:13][N:12]([C:22]3[CH:23]=[CH:24][C:25]([F:28])=[CH:26][CH:27]=3)[C:9]2=[CH:10][N:11]=1)=[O:5])[CH3:2]. (2) Given the reactants C(OC)(=O)C1C=CC(C([O-])=O)=CC=1.C1(N=C=NC2CCCCC2)CCCCC1.C([O:31][C:32]([C:34]1([NH:57]C(OC(C)(C)C)=O)[CH2:39][CH:38]([NH:40][C:41](=[O:51])[C:42]2[CH:47]=[CH:46][C:45]([C:48]([OH:50])=[O:49])=[CH:44][CH:43]=2)[CH:37]2[CH:35]1[CH:36]2[C:52]([O:54]CC)=[O:53])=[O:33])C, predict the reaction product. The product is: [NH2:57][C:34]1([C:32]([OH:33])=[O:31])[CH2:39][CH:38]([NH:40][C:41](=[O:51])[C:42]2[CH:43]=[CH:44][C:45]([C:48]([OH:50])=[O:49])=[CH:46][CH:47]=2)[CH:37]2[CH:35]1[CH:36]2[C:52]([OH:54])=[O:53]. (3) Given the reactants C(N)(=O)C=C.[C:6]1([C:18]([OH:20])=[O:19])[CH:11]=[CH:10][CH:9]=[C:8]([C:12]([OH:14])=[O:13])[C:7]=1[C:15]([OH:17])=[O:16], predict the reaction product. The product is: [C:6]1([C:18]([OH:20])=[O:19])[CH:11]=[CH:10][CH:9]=[C:8]([C:12]([OH:14])=[O:13])[C:7]=1[C:15]([OH:17])=[O:16]. (4) Given the reactants [Cl:1][C:2]1[CH:3]=[CH:4][C:5]([S:8][C:9]2[O:13][C:12]([C:14]3[CH:19]=[CH:18][C:17]([F:20])=[CH:16][CH:15]=3)=[N:11][C:10]=2[CH2:21][OH:22])=[N:6][CH:7]=1.[NH:23]1[C:31]2[C:26](=[CH:27][C:28](O)=[CH:29][CH:30]=2)[CH:25]=[N:24]1.C1C=CC(P(C2C=CC=CC=2)C2C=CC=CC=2)=CC=1.CC(OC(/N=N/C(OC(C)C)=O)=O)C, predict the reaction product. The product is: [Cl:1][C:2]1[CH:3]=[CH:4][C:5]([S:8][C:9]2[O:13][C:12]([C:14]3[CH:19]=[CH:18][C:17]([F:20])=[CH:16][CH:15]=3)=[N:11][C:10]=2[CH2:21][O:22][C:28]2[CH:27]=[C:26]3[C:31](=[CH:30][CH:29]=2)[NH:23][N:24]=[CH:25]3)=[N:6][CH:7]=1. (5) Given the reactants [OH:1][CH2:2][C:3]1([CH2:6][NH:7][C:8](=[O:14])[O:9][C:10]([CH3:13])([CH3:12])[CH3:11])[CH2:5][CH2:4]1.C1C=C[NH+]=CC=1.[O-][Cr](Cl)(=O)=O.C(OCC)C, predict the reaction product. The product is: [CH:2]([C:3]1([CH2:6][NH:7][C:8](=[O:14])[O:9][C:10]([CH3:12])([CH3:11])[CH3:13])[CH2:5][CH2:4]1)=[O:1]. (6) Given the reactants [CH2:1]([C@@H:8]1[CH2:13][NH:12][CH2:11][CH2:10][N:9]1[C:14]([C:16]1[CH:20]=[C:19]([CH3:21])[N:18]([C:22]2[CH:27]=[CH:26][CH:25]=[CH:24][C:23]=2[OH:28])[C:17]=1[C:29]1[CH:34]=[CH:33][CH:32]=[CH:31][CH:30]=1)=[O:15])[C:2]1[CH:7]=[CH:6][CH:5]=[CH:4][CH:3]=1.[C:35](O[C:35]([O:37][C:38]([CH3:41])([CH3:40])[CH3:39])=[O:36])([O:37][C:38]([CH3:41])([CH3:40])[CH3:39])=[O:36], predict the reaction product. The product is: [CH2:1]([C@H:8]1[N:9]([C:14]([C:16]2[CH:20]=[C:19]([CH3:21])[N:18]([C:22]3[CH:27]=[CH:26][CH:25]=[CH:24][C:23]=3[OH:28])[C:17]=2[C:29]2[CH:34]=[CH:33][CH:32]=[CH:31][CH:30]=2)=[O:15])[CH2:10][CH2:11][N:12]([C:35]([O:37][C:38]([CH3:41])([CH3:40])[CH3:39])=[O:36])[CH2:13]1)[C:2]1[CH:3]=[CH:4][CH:5]=[CH:6][CH:7]=1. (7) Given the reactants C(OC([N:8]1[CH2:13][CH2:12][N:11]([CH2:14][CH2:15][NH2:16])[C:10](=[O:17])[CH2:9]1)=O)(C)(C)C.[N+]([C:21]1[C:26](Cl)=[C:25](Cl)[N:24]=[C:23](Cl)[C:22]=1Cl)([O-])=O.CN1CCOCC1, predict the reaction product. The product is: [N:24]1[CH:25]=[CH:26][C:21]([NH:16][CH2:15][CH2:14][N:11]2[CH2:12][CH2:13][NH:8][CH2:9][C:10]2=[O:17])=[CH:22][CH:23]=1.